From a dataset of Forward reaction prediction with 1.9M reactions from USPTO patents (1976-2016). Predict the product of the given reaction. (1) The product is: [C:54]([O:58][C:59]([NH:61][CH:62]([C:66]1[CH:67]=[CH:68][CH:69]=[CH:70][CH:71]=1)[C:63]([NH:3][CH:4]([C:16]1[CH:21]=[CH:20][CH:19]=[CH:18][CH:17]=1)[C:5]([O:7][C@@H:8]1[CH:13]2[CH2:12][CH2:11][N:10]([CH2:15][CH2:14]2)[CH2:9]1)=[O:6])=[O:64])=[O:60])([CH3:57])([CH3:55])[CH3:56]. Given the reactants Cl.Cl.[NH2:3][CH:4]([C:16]1[CH:21]=[CH:20][CH:19]=[CH:18][CH:17]=1)[C:5]([O:7][C@@H:8]1[CH:13]2[CH2:14][CH2:15][N:10]([CH2:11][CH2:12]2)[CH2:9]1)=[O:6].C(N(CC)CC)C.C1CCC(N=C=NC2CCCCC2)CC1.C1C=CC2N(O)N=NC=2C=1.[C:54]([O:58][C:59]([NH:61][CH:62]([C:66]1[CH:71]=[CH:70][CH:69]=[CH:68][CH:67]=1)[C:63](O)=[O:64])=[O:60])([CH3:57])([CH3:56])[CH3:55], predict the reaction product. (2) Given the reactants [BH4-].[Na+].[CH2:3]([N:10]1[CH2:24][CH:13]2[C:14]3[CH:15]=[C:16]([O:22][CH3:23])[CH:17]=[CH:18][C:19]=3[C:20](=[O:21])[CH:12]2[CH2:11]1)[C:4]1[CH:9]=[CH:8][CH:7]=[CH:6][CH:5]=1, predict the reaction product. The product is: [CH2:3]([N:10]1[CH2:24][CH:13]2[C:14]3[CH:15]=[C:16]([O:22][CH3:23])[CH:17]=[CH:18][C:19]=3[CH:20]([OH:21])[CH:12]2[CH2:11]1)[C:4]1[CH:5]=[CH:6][CH:7]=[CH:8][CH:9]=1. (3) Given the reactants [CH2:1]([C:8]1[CH2:13][CH2:12][CH:11]([C:14]2[CH:19]=[CH:18][CH:17]=[C:16]([F:20])[CH:15]=2)[CH2:10][CH:9]=1)[CH2:2][CH2:3][CH2:4][CH2:5][CH2:6][CH3:7].[H][H], predict the reaction product. The product is: [CH2:1]([CH:8]1[CH2:13][CH2:12][CH:11]([C:14]2[CH:19]=[CH:18][CH:17]=[C:16]([F:20])[CH:15]=2)[CH2:10][CH2:9]1)[CH2:2][CH2:3][CH2:4][CH2:5][CH2:6][CH3:7]. (4) Given the reactants O[NH:2][C:3](=[NH:29])[C:4]1[CH:9]=[CH:8][C:7]([CH:10]2[CH2:15][CH2:14][CH2:13][CH:12]([NH:16][C@@H:17]([C:19]3[C:28]4[C:23](=[CH:24][CH:25]=[CH:26][CH:27]=4)[CH:22]=[CH:21][CH:20]=3)[CH3:18])[CH2:11]2)=[CH:6][CH:5]=1.O.O.Cl[Sn]Cl, predict the reaction product. The product is: [C:19]1([C@H:17]([NH:16][CH:12]2[CH2:13][CH2:14][CH2:15][CH:10]([C:7]3[CH:8]=[CH:9][C:4]([C:3]([NH2:29])=[NH:2])=[CH:5][CH:6]=3)[CH2:11]2)[CH3:18])[C:28]2[C:23](=[CH:24][CH:25]=[CH:26][CH:27]=2)[CH:22]=[CH:21][CH:20]=1. (5) Given the reactants C([O:8][C:9]1[CH:14]=[CH:13][C:12]([C:15]2[N:20]3[N:21]=[C:22]([NH:24][C:25]([NH:27][C@@H:28]([CH3:35])[CH2:29][CH2:30][CH2:31][CH:32]([CH3:34])[CH3:33])=[O:26])[N:23]=[C:19]3[N:18]=[CH:17][CH:16]=2)=[CH:11][CH:10]=1)C1C=CC=CC=1.[H][H], predict the reaction product. The product is: [CH3:35][C@H:28]([NH:27][C:25]([NH:24][C:22]1[N:23]=[C:19]2[N:18]=[CH:17][CH:16]=[C:15]([C:12]3[CH:11]=[CH:10][C:9]([OH:8])=[CH:14][CH:13]=3)[N:20]2[N:21]=1)=[O:26])[CH2:29][CH2:30][CH2:31][CH:32]([CH3:33])[CH3:34]. (6) Given the reactants [NH:1]1[CH2:6][CH2:5][O:4][CH2:3][CH2:2]1.[C:7]1(=[O:13])[O:12][C:10](=[O:11])[CH2:9][CH2:8]1.C(OCC)(=[O:16])C, predict the reaction product. The product is: [O:4]1[CH2:5][CH2:6][N:1]([CH:8]([CH2:9][C:10]([OH:16])=[O:11])[C:7]([OH:12])=[O:13])[CH2:2][CH2:3]1.